From a dataset of Tyrosyl-DNA phosphodiesterase HTS with 341,365 compounds. Binary Classification. Given a drug SMILES string, predict its activity (active/inactive) in a high-throughput screening assay against a specified biological target. (1) The compound is Oc1c(C(C)C)cc(C(C)C)cc1C(=O)N\N=C\c1ccoc1. The result is 0 (inactive). (2) The molecule is O(c1ccc(c2c(n3ncnc3nc2)N)cc1)C. The result is 0 (inactive). (3) The result is 0 (inactive). The drug is s1c2nc3n(c(=O)c2cc1C(=O)NCc1ccc(OC)cc1)cccc3C. (4) The compound is Fc1ccc(COc2cc(CNCCCOCC)ccc2)cc1. The result is 0 (inactive). (5) The drug is Clc1c(S(=O)(=O)N2CCN(CC2)c2ccc(F)cc2)cc(OCC(=O)N)c(c1)C. The result is 0 (inactive). (6) The result is 0 (inactive). The compound is FC(F)(F)c1nc2c(c(N)c1C#N)cc(cc2C)C. (7) The result is 0 (inactive). The molecule is S(CC(=O)N1CCN(CC1)C(=O)c1occc1)c1sc(=S)n(n1)c1ccc(F)cc1.